This data is from Forward reaction prediction with 1.9M reactions from USPTO patents (1976-2016). The task is: Predict the product of the given reaction. (1) Given the reactants [Cl:1][C:2]1[CH:10]=[C:9]2[C:5]([C:6]([CH2:18][C:19]3[CH:24]=[CH:23][CH:22]=[C:21]([Cl:25])[CH:20]=3)([CH:12]3[CH2:17][CH2:16][CH2:15][NH:14][CH2:13]3)[C:7](=[O:11])[NH:8]2)=[CH:4][CH:3]=1.C(N(CC)CC)C.[Cl:33][C:34]1[CH:39]=[CH:38][C:37]([N:40]=[C:41]=[O:42])=[CH:36][CH:35]=1, predict the reaction product. The product is: [Cl:33][C:34]1[CH:39]=[CH:38][C:37]([NH:40][C:41]([N:14]2[CH2:15][CH2:16][CH2:17][CH:12]([C:6]3([CH2:18][C:19]4[CH:24]=[CH:23][CH:22]=[C:21]([Cl:25])[CH:20]=4)[C:5]4[C:9](=[CH:10][C:2]([Cl:1])=[CH:3][CH:4]=4)[NH:8][C:7]3=[O:11])[CH2:13]2)=[O:42])=[CH:36][CH:35]=1. (2) The product is: [Br:6][C:7]1[CH:11]=[CH:10][CH2:9][C:8]=1[Sn:14]([CH3:16])([CH3:15])[CH3:13]. Given the reactants C([Li])CCC.[Br:6][C:7]1[CH2:11][CH2:10][CH2:9][C:8]=1Br.[CH3:13][Sn:14](Cl)([CH3:16])[CH3:15], predict the reaction product. (3) Given the reactants [F:1][C:2]([F:27])([F:26])[C:3]1[CH:25]=[CH:24][CH:23]=[CH:22][C:4]=1[O:5][CH:6]1[CH2:11][CH2:10][N:9]([C:12]2[CH:21]=[CH:20][C:15]([C:16](OC)=[O:17])=[CH:14][CH:13]=2)[CH2:8][CH2:7]1.O.[NH2:29][NH2:30].C1(C)C=CC=CC=1, predict the reaction product. The product is: [F:1][C:2]([F:27])([F:26])[C:3]1[CH:25]=[CH:24][CH:23]=[CH:22][C:4]=1[O:5][CH:6]1[CH2:11][CH2:10][N:9]([C:12]2[CH:21]=[CH:20][C:15]([C:16]([NH:29][NH2:30])=[O:17])=[CH:14][CH:13]=2)[CH2:8][CH2:7]1. (4) Given the reactants C([O:3][C:4](=[O:34])[CH2:5][CH:6]1[O:10][B:9]([OH:11])[C:8]2[CH:12]=[C:13]([O:27][C:28]3[CH:33]=[N:32][CH:31]=[CH:30][N:29]=3)[CH:14]=[C:15]([O:16][CH2:17][CH2:18][NH:19]C(OC(C)(C)C)=O)[C:7]1=2)C.Cl, predict the reaction product. The product is: [NH2:19][CH2:18][CH2:17][O:16][C:15]1[C:7]2[CH:6]([CH2:5][C:4]([OH:34])=[O:3])[O:10][B:9]([OH:11])[C:8]=2[CH:12]=[C:13]([O:27][C:28]2[CH:33]=[N:32][CH:31]=[CH:30][N:29]=2)[CH:14]=1. (5) Given the reactants Br[C:2]1[CH:14]=[CH:13][C:5]([C:6]([O:8][C:9]([CH3:12])([CH3:11])[CH3:10])=[O:7])=[CH:4][CH:3]=1.[CH3:15][C:16]1([CH3:32])[C:20]([CH3:22])([CH3:21])[O:19][B:18]([B:18]2[O:19][C:20]([CH3:22])([CH3:21])[C:16]([CH3:32])([CH3:15])[O:17]2)[O:17]1.C([O-])(=O)C.[K+], predict the reaction product. The product is: [CH3:15][C:16]1([CH3:32])[C:20]([CH3:22])([CH3:21])[O:19][B:18]([C:2]2[CH:14]=[CH:13][C:5]([C:6]([O:8][C:9]([CH3:12])([CH3:11])[CH3:10])=[O:7])=[CH:4][CH:3]=2)[O:17]1. (6) Given the reactants [F:1][C:2]([F:30])([C:20]1[CH:21]=[N:22][C:23]([C:26]([F:29])([F:28])[F:27])=[CH:24][CH:25]=1)[CH2:3][N:4]1[CH2:9][CH2:8][CH:7]([NH:10][C:11]2[C:12]3[CH:19]=[CH:18][NH:17][C:13]=3[N:14]=[CH:15][N:16]=2)[CH2:6][CH2:5]1.[ClH:31].CCOCC, predict the reaction product. The product is: [ClH:31].[F:30][C:2]([F:1])([C:20]1[CH:21]=[N:22][C:23]([C:26]([F:28])([F:29])[F:27])=[CH:24][CH:25]=1)[CH2:3][N:4]1[CH2:9][CH2:8][CH:7]([NH:10][C:11]2[C:12]3[CH:19]=[CH:18][NH:17][C:13]=3[N:14]=[CH:15][N:16]=2)[CH2:6][CH2:5]1. (7) The product is: [Cl:19][C:17]1[CH:16]=[CH:15][C:14]([C@@H:20]2[CH2:24][NH:23][C:22](=[O:25])[CH2:21]2)=[C:13]([C:30]([C:31]2[CH:36]=[CH:35][CH:34]=[CH:33][CH:32]=2)=[O:37])[CH:18]=1. Given the reactants [Li].C1C2C(=CC=CC=2)C=CC=1.Br[C:13]1[CH:18]=[C:17]([Cl:19])[CH:16]=[CH:15][C:14]=1[C@@H:20]1[CH2:24][NH:23][C:22](=[O:25])[CH2:21]1.BrCCBr.[C:30](Cl)(=[O:37])[C:31]1[CH:36]=[CH:35][CH:34]=[CH:33][CH:32]=1, predict the reaction product.